From a dataset of Full USPTO retrosynthesis dataset with 1.9M reactions from patents (1976-2016). Predict the reactants needed to synthesize the given product. (1) Given the product [Cl:1][C:2]1[CH:3]=[C:4]([CH:23]=[CH:24][C:25]=1[Cl:26])[O:5][CH:6]1[CH2:7][CH2:8][N:9]([CH2:12][CH2:13][CH2:14][NH2:15])[CH2:10][CH2:11]1, predict the reactants needed to synthesize it. The reactants are: [Cl:1][C:2]1[CH:3]=[C:4]([CH:23]=[CH:24][C:25]=1[Cl:26])[O:5][CH:6]1[CH2:11][CH2:10][N:9]([CH2:12][CH2:13][CH2:14][NH:15]C(=O)OC(C)(C)C)[CH2:8][CH2:7]1.Cl. (2) Given the product [Br:1][C:2]1[CH:3]=[C:4]2[C:10]([C:11]([C:13]3[CH:18]=[CH:17][CH:16]=[C:15]([OH:19])[C:14]=3[CH3:23])=[O:12])=[CH:9][NH:8][C:5]2=[N:6][CH:7]=1, predict the reactants needed to synthesize it. The reactants are: [Br:1][C:2]1[CH:3]=[C:4]2[C:10]([C:11]([C:13]3[C:14]([CH3:23])=[C:15]([O:19]C(=O)C)[CH:16]=[CH:17][CH:18]=3)=[O:12])=[CH:9][NH:8][C:5]2=[N:6][CH:7]=1.O.C(=O)([O-])[O-].[K+].[K+]. (3) Given the product [Cl:1][CH2:2][C:3]1[CH:11]=[CH:10][C:6]([C:7]([NH:12][C:13]2[S:14][C:15]([N:23]3[CH2:24][CH2:25][O:26][CH2:27][CH2:28]3)=[C:16]([C:18]3[O:19][CH:20]=[CH:21][CH:22]=3)[N:17]=2)=[O:9])=[CH:5][N:4]=1, predict the reactants needed to synthesize it. The reactants are: [Cl:1][CH2:2][C:3]1[CH:11]=[CH:10][C:6]([C:7]([OH:9])=O)=[CH:5][N:4]=1.[NH2:12][C:13]1[S:14][C:15]([N:23]2[CH2:28][CH2:27][O:26][CH2:25][CH2:24]2)=[C:16]([C:18]2[O:19][CH:20]=[CH:21][CH:22]=2)[N:17]=1.C1CN([P+](ON2N=NC3C=CC=CC2=3)(N2CCCC2)N2CCCC2)CC1.F[P-](F)(F)(F)(F)F.C(N(CC)CC)C. (4) Given the product [NH3:3].[CH3:19][OH:20].[CH3:22][C:13]1([CH3:23])[CH2:14][N:15]([CH:18]2[CH2:21][O:20][CH2:19]2)[CH2:16][CH2:17][N:12]1[CH2:11][C:9]1[S:10][C:5]2[C:4]([N:24]3[CH2:29][CH2:28][O:27][CH2:26][CH2:25]3)=[N:3][C:2]([N:33]3[C:34]4[CH:40]=[CH:39][CH:38]=[CH:37][C:35]=4[N:36]=[C:32]3[CH2:30][CH3:31])=[N:7][C:6]=2[CH:8]=1, predict the reactants needed to synthesize it. The reactants are: Cl[C:2]1[N:3]=[C:4]([N:24]2[CH2:29][CH2:28][O:27][CH2:26][CH2:25]2)[C:5]2[S:10][C:9]([CH2:11][N:12]3[CH2:17][CH2:16][N:15]([CH:18]4[CH2:21][O:20][CH2:19]4)[CH2:14][C:13]3([CH3:23])[CH3:22])=[CH:8][C:6]=2[N:7]=1.[CH2:30]([C:32]1[NH:33][C:34]2[CH:40]=[CH:39][CH:38]=[CH:37][C:35]=2[N:36]=1)[CH3:31].CC(C1C=C(C(C)C)C(C2C=CC=CC=2P(C2CCCCC2)C2CCCCC2)=C(C(C)C)C=1)C.C([O-])([O-])=O.[Cs+].[Cs+]. (5) Given the product [F:14][C:15]1[C:16]([N+:26]([O-:28])=[O:27])=[C:17]([CH:4]([C:5]([O:7][CH2:8][CH3:9])=[O:6])[C:3]([O:11][CH2:12][CH3:13])=[O:10])[CH:18]=[C:19]([O:21][CH:22]([CH3:24])[CH3:23])[CH:20]=1, predict the reactants needed to synthesize it. The reactants are: [H-].[Na+].[C:3]([O:11][CH2:12][CH3:13])(=[O:10])[CH2:4][C:5]([O:7][CH2:8][CH3:9])=[O:6].[F:14][C:15]1[CH:20]=[C:19]([O:21][CH:22]([CH3:24])[CH3:23])[CH:18]=[C:17](F)[C:16]=1[N+:26]([O-:28])=[O:27].O. (6) Given the product [F:1][C:2]1[CH:3]=[CH:4][C:5]([OH:24])=[C:6]([CH:8]2[C:16]3[C:11](=[CH:12][CH:13]=[CH:14][CH:15]=3)[N:10]([CH2:17][CH2:18][CH2:19][CH2:20][CH3:21])[C:9]2=[O:22])[CH:7]=1, predict the reactants needed to synthesize it. The reactants are: [F:1][C:2]1[CH:3]=[CH:4][C:5]([OH:24])=[C:6]([C:8]2(O)[C:16]3[C:11](=[CH:12][CH:13]=[CH:14][CH:15]=3)[N:10]([CH2:17][CH2:18][CH2:19][CH2:20][CH3:21])[C:9]2=[O:22])[CH:7]=1.FC(F)(F)C(O)=O.C([SiH](CC)CC)C.